This data is from Forward reaction prediction with 1.9M reactions from USPTO patents (1976-2016). The task is: Predict the product of the given reaction. Given the reactants [Cl:1][CH2:2][CH2:3][CH2:4][CH2:5][N:6]1[C:14]([O:15][CH3:16])=[N:13][C:12]2[C:7]1=[N:8][C:9]([O:18][C@@H:19]([CH3:22])[CH2:20][CH3:21])=[N:10][C:11]=2[NH2:17].F[C:24](F)(F)[C:25](O)=O.COC1N=C2C(N=1)=C(N)NC(O[C@@H](C)CCCC)=N2.BrCCCCCl, predict the reaction product. The product is: [Cl:1][CH2:2][CH2:3][CH2:4][CH2:5][N:6]1[C:14]([O:15][CH3:16])=[N:13][C:12]2[C:7]1=[N:8][C:9]([O:18][C@@H:19]([CH3:22])[CH2:20][CH2:21][CH2:24][CH3:25])=[N:10][C:11]=2[NH2:17].